Dataset: Reaction yield outcomes from USPTO patents with 853,638 reactions. Task: Predict the reaction yield, written as a fraction of the theoretical maximum amount of product (1.0 means a 100% yield; for example, 0.34 means a 34% yield). (1) The reactants are [C:1]1([CH:7]([CH3:10])C#N)[CH:6]=[CH:5][CH:4]=[CH:3][CH:2]=1.NO.[OH:13][N:14]=[C:15]([NH2:22])C1C=CC=CC=1. The catalyst is CCO. The product is [OH:13][N:14]=[C:15]([NH2:22])[CH2:10][CH2:7][C:1]1[CH:2]=[CH:3][CH:4]=[CH:5][CH:6]=1. The yield is 0.705. (2) The reactants are [CH2:1]([NH:9][C:10]1[CH:15]=[CH:14][N:13]=[C:12]2[S:16][C:17]([C:19](=[O:21])[CH3:20])=[CH:18][C:11]=12)[CH2:2][C:3]1[CH:8]=[CH:7][CH:6]=[CH:5][CH:4]=1.[BH4-].[Na+].O. The catalyst is CO. The product is [CH2:1]([NH:9][C:10]1[CH:15]=[CH:14][N:13]=[C:12]2[S:16][C:17]([CH:19]([OH:21])[CH3:20])=[CH:18][C:11]=12)[CH2:2][C:3]1[CH:4]=[CH:5][CH:6]=[CH:7][CH:8]=1. The yield is 0.960. (3) The reactants are [H-].[Al+3].[Li+].[H-].[H-].[H-].[N:7]1[CH:12]=[CH:11][C:10]([CH2:13][CH2:14][C:15](=[N:17]O)[CH3:16])=[CH:9][CH:8]=1.[OH-].[Na+].C(=O)(OC(C)(C)C)OC(C)(C)C. The catalyst is CCOCC.C(Cl)(Cl)Cl.C(OCC)(=O)C. The product is [NH2:17][CH:15]([CH3:16])[CH2:14][CH2:13][C:10]1[CH:9]=[CH:8][N:7]=[CH:12][CH:11]=1. The yield is 0.320. (4) The reactants are [C:1]1([C:7]([CH3:11])=[CH:8][CH:9]=O)[CH:6]=[CH:5][CH:4]=[CH:3][CH:2]=1.[C:12]1([S:18]([C:21]#[N:22])(=[O:20])=[O:19])[CH:17]=[CH:16][CH:15]=[CH:14][CH:13]=1.B(OCCCC)(OCCCC)OCCCC. No catalyst specified. The product is [C:12]1([S:18]([C:21]2[CH:11]=[C:7]([C:1]3[CH:6]=[CH:5][CH:4]=[CH:3][CH:2]=3)[CH:8]=[CH:9][N:22]=2)(=[O:19])=[O:20])[CH:13]=[CH:14][CH:15]=[CH:16][CH:17]=1. The yield is 0.710. (5) The reactants are [C:1]([O:9][C:10]1[C:27]([O:28][CH3:29])=[CH:26][C:13]([C:14]([N:16]2[CH2:21][CH2:20][CH2:19][CH2:18][C@@H:17]2[C:22](OC)=[O:23])=[O:15])=[C:12]([N+:30]([O-:32])=[O:31])[CH:11]=1)(=O)[C:2]1[CH:7]=[CH:6][CH:5]=[CH:4][CH:3]=1.CC(C[AlH]CC(C)C)C. The catalyst is C(Cl)Cl.C1C=CC=CC=1.C1(C)C=CC=CC=1. The product is [CH2:1]([O:9][C:10]1[C:27]([O:28][CH3:29])=[CH:26][C:13]([C:14]([N:16]2[CH2:21][CH2:20][CH2:19][CH2:18][C@@H:17]2[CH:22]=[O:23])=[O:15])=[C:12]([N+:30]([O-:32])=[O:31])[CH:11]=1)[C:2]1[CH:3]=[CH:4][CH:5]=[CH:6][CH:7]=1. The yield is 0.900.